Task: Predict the product of the given reaction.. Dataset: Forward reaction prediction with 1.9M reactions from USPTO patents (1976-2016) (1) Given the reactants [C:1]1(=[O:7])O[C:4](=[O:5])[CH:3]=[CH:2]1.[Br:8][C:9]1[CH:10]=[C:11]([NH2:15])[CH:12]=[CH:13][CH:14]=1.C([O-])(=O)C.[Na+].C(OC(=O)C)(=O)C, predict the reaction product. The product is: [Br:8][C:9]1[CH:10]=[C:11]([N:15]2[C:4](=[O:5])[CH:3]=[CH:2][C:1]2=[O:7])[CH:12]=[CH:13][CH:14]=1. (2) Given the reactants [CH3:1][O:2][C:3]([C:5]1[CH:32]=[CH:31][C:8]2[NH:9][C:10]([NH:12][CH2:13][CH:14]3[CH2:19][CH2:18][N:17]([CH2:20][C:21]4[C:30]5[C:25](=[CH:26][CH:27]=[CH:28][CH:29]=5)[CH:24]=[CH:23][CH:22]=4)[CH2:16][CH2:15]3)=[N:11][C:7]=2[CH:6]=1)=[O:4].[C:33](O[C:33]([O:35][C:36]([CH3:39])([CH3:38])[CH3:37])=[O:34])([O:35][C:36]([CH3:39])([CH3:38])[CH3:37])=[O:34], predict the reaction product. The product is: [CH3:1][O:2][C:3]([C:5]1[CH:32]=[CH:31][C:8]2[N:9]([C:33]([O:35][C:36]([CH3:39])([CH3:38])[CH3:37])=[O:34])[C:10]([NH:12][CH2:13][CH:14]3[CH2:19][CH2:18][N:17]([CH2:20][C:21]4[C:30]5[C:25](=[CH:26][CH:27]=[CH:28][CH:29]=5)[CH:24]=[CH:23][CH:22]=4)[CH2:16][CH2:15]3)=[N:11][C:7]=2[CH:6]=1)=[O:4].